This data is from Forward reaction prediction with 1.9M reactions from USPTO patents (1976-2016). The task is: Predict the product of the given reaction. (1) Given the reactants [H][H].C(=O)(O)[O-].[Na+:7].[C:8]([OH:20])(=[O:19])[CH2:9][C:10]([CH2:15][C:16]([OH:18])=[O:17])([C:12]([OH:14])=[O:13])[OH:11], predict the reaction product. The product is: [C:8]([O-:20])(=[O:19])[CH2:9][C:10]([CH2:15][C:16]([O-:18])=[O:17])([C:12]([O-:14])=[O:13])[OH:11].[Na+:7].[Na+:7].[Na+:7]. (2) Given the reactants C(N(CC)CC)C.Cl[C:9]([O:11][CH3:12])=[O:10].[OH:13][C:14]([CH3:44])([CH3:43])[CH2:15][C@@:16]1([C:37]2[CH:42]=[CH:41][CH:40]=[CH:39][CH:38]=2)[O:21][C:20](=[O:22])[N:19]([C@H:23]([C:25]2[CH:30]=[CH:29][C:28]([CH:31]3[CH2:36][CH2:35][NH:34][CH2:33][CH2:32]3)=[CH:27][CH:26]=2)[CH3:24])[CH2:18][CH2:17]1, predict the reaction product. The product is: [CH3:12][O:11][C:9]([N:34]1[CH2:35][CH2:36][CH:31]([C:28]2[CH:27]=[CH:26][C:25]([C@@H:23]([N:19]3[CH2:18][CH2:17][C@:16]([CH2:15][C:14]([OH:13])([CH3:43])[CH3:44])([C:37]4[CH:38]=[CH:39][CH:40]=[CH:41][CH:42]=4)[O:21][C:20]3=[O:22])[CH3:24])=[CH:30][CH:29]=2)[CH2:32][CH2:33]1)=[O:10]. (3) Given the reactants C([Li])CCC.[CH2:6]([CH2:8][S:9]([O-:12])(=O)=[O:10])[CH3:7].C(OP([Cl:19])(=O)[O-])C.[Cl:20][C:21]1[S:25]C(C=O)=[CH:23][CH:22]=1, predict the reaction product. The product is: [Cl:20][C:21]1[S:25][C:7]([CH:6]=[CH:8][S:9]([Cl:19])(=[O:12])=[O:10])=[CH:23][CH:22]=1. (4) Given the reactants [CH3:1][C:2]1[N:6]([CH2:7][C:8]2[CH:9]=[CH:10][C:11]([CH2:14][CH2:15][CH:16]=O)=[N:12][CH:13]=2)[N:5]=[C:4]([C:18]2[O:22][N:21]=[C:20]([C:23]3[CH:28]=[CH:27][C:26]([O:29][C:30]([F:33])([F:32])[F:31])=[CH:25][CH:24]=3)[N:19]=2)[CH:3]=1.[NH:34]1[CH2:38][CH2:37][CH2:36][CH2:35]1.C(O[BH-](OC(=O)C)OC(=O)C)(=O)C.[Na+].[Cl-].[Na+], predict the reaction product. The product is: [CH3:1][C:2]1[N:6]([CH2:7][C:8]2[CH:9]=[CH:10][C:11]([CH2:14][CH2:15][CH2:16][N:34]3[CH2:38][CH2:37][CH2:36][CH2:35]3)=[N:12][CH:13]=2)[N:5]=[C:4]([C:18]2[O:22][N:21]=[C:20]([C:23]3[CH:28]=[CH:27][C:26]([O:29][C:30]([F:32])([F:31])[F:33])=[CH:25][CH:24]=3)[N:19]=2)[CH:3]=1. (5) Given the reactants [I:1][C:2]1[C:10]2[C:5](=[CH:6][N:7]=C(C#N)[CH:9]=2)[N:4]([C:13]([C:26]2[CH:31]=[CH:30][CH:29]=[CH:28][CH:27]=2)([C:20]2[CH:25]=[CH:24][CH:23]=[CH:22][CH:21]=2)[C:14]2[CH:19]=[CH:18][CH:17]=[CH:16][CH:15]=2)[N:3]=1.[OH-:32].[Li+].Cl.[CH2:35]([OH:37])[CH3:36], predict the reaction product. The product is: [I:1][C:2]1[C:10]2[C:5](=[CH:6][N:7]=[C:36]([C:35]([OH:32])=[O:37])[CH:9]=2)[N:4]([C:13]([C:26]2[CH:31]=[CH:30][CH:29]=[CH:28][CH:27]=2)([C:20]2[CH:25]=[CH:24][CH:23]=[CH:22][CH:21]=2)[C:14]2[CH:19]=[CH:18][CH:17]=[CH:16][CH:15]=2)[N:3]=1.